From a dataset of Reaction yield outcomes from USPTO patents with 853,638 reactions. Predict the reaction yield, written as a fraction of the theoretical maximum amount of product (1.0 means a 100% yield; for example, 0.34 means a 34% yield). The reactants are [CH:1]1([CH2:4][C:5](Cl)=[O:6])[CH2:3][CH2:2]1.[CH2:8]([NH:15][C:16]([C:18]1[S:22][C:21]([NH2:23])=[N:20][C:19]=1[CH3:24])=[O:17])[C:9]1[CH:14]=[CH:13][CH:12]=[CH:11][CH:10]=1. No catalyst specified. The product is [CH2:8]([NH:15][C:16]([C:18]1[S:22][C:21]([NH:23][C:5](=[O:6])[CH2:4][CH:1]2[CH2:3][CH2:2]2)=[N:20][C:19]=1[CH3:24])=[O:17])[C:9]1[CH:14]=[CH:13][CH:12]=[CH:11][CH:10]=1. The yield is 0.270.